This data is from Reaction yield outcomes from USPTO patents with 853,638 reactions. The task is: Predict the reaction yield, written as a fraction of the theoretical maximum amount of product (1.0 means a 100% yield; for example, 0.34 means a 34% yield). (1) The reactants are [CH:1]1([NH:4][C:5]([NH:7][C:8]2[CH:13]=[CH:12][C:11]([O:14][C:15]3[CH:20]=[CH:19][N:18]=[C:17]4[CH:21]=[C:22]([C:24]5[CH:29]=[CH:28][C:27]([CH2:30][NH:31][CH2:32][CH2:33][O:34][CH3:35])=[CH:26][N:25]=5)[S:23][C:16]=34)=[C:10]([F:36])[CH:9]=2)=[O:6])[CH2:3][CH2:2]1.C([NH:44][C@H:45]([C:49](O)=[O:50])[CH:46]([CH3:48])[CH3:47])(OC(C)(C)C)=O.CCN(C(C)C)C(C)C.CN(C(ON1N=NC2C=CC=NC1=2)=[N+](C)C)C.F[P-](F)(F)(F)(F)F. The catalyst is CN(C=O)C.ClCCl.FC(F)(F)C(O)=O. The product is [NH2:44][C@H:45]([CH:46]([CH3:48])[CH3:47])[C:49]([N:31]([CH2:30][C:27]1[CH:26]=[N:25][C:24]([C:22]2[S:23][C:16]3[C:17](=[N:18][CH:19]=[CH:20][C:15]=3[O:14][C:11]3[CH:12]=[CH:13][C:8]([NH:7][C:5]([NH:4][CH:1]4[CH2:3][CH2:2]4)=[O:6])=[CH:9][C:10]=3[F:36])[CH:21]=2)=[CH:29][CH:28]=1)[CH2:32][CH2:33][O:34][CH3:35])=[O:50]. The yield is 0.500. (2) The reactants are Cl[C:2]1[C:11]2[C:6](=[CH:7][C:8]([O:14][CH3:15])=[C:9]([O:12][CH3:13])[CH:10]=2)[N:5]=[CH:4][CH:3]=1.[C:16]([C:20]1[CH:41]=[CH:40][C:23]([CH2:24][N:25]2[C:30](=[O:31])[C:29]([C:32]3[CH:37]=[CH:36][C:35]([OH:38])=[C:34]([F:39])[CH:33]=3)=[CH:28][N:27]=[CH:26]2)=[CH:22][CH:21]=1)([CH3:19])([CH3:18])[CH3:17]. No catalyst specified. The product is [C:16]([C:20]1[CH:41]=[CH:40][C:23]([CH2:24][N:25]2[C:30](=[O:31])[C:29]([C:32]3[CH:37]=[CH:36][C:35]([O:38][C:2]4[C:11]5[C:6](=[CH:7][C:8]([O:14][CH3:15])=[C:9]([O:12][CH3:13])[CH:10]=5)[N:5]=[CH:4][CH:3]=4)=[C:34]([F:39])[CH:33]=3)=[CH:28][N:27]=[CH:26]2)=[CH:22][CH:21]=1)([CH3:19])([CH3:17])[CH3:18]. The yield is 0.300. (3) The reactants are [Cl:1][C:2]1[C:7]2=[N:8][CH:9]=[C:10]([O:12][CH2:13][C:14]3OC=CN=3)[N:11]=[C:6]2[CH:5]=[CH:4][N:3]=1.ClC1N=C2C=CN=C(Cl)C2=NC=1.[F:31][CH2:32]CCO. No catalyst specified. The product is [Cl:1][C:2]1[C:7]2=[N:8][CH:9]=[C:10]([O:12][CH2:13][CH2:14][CH2:32][F:31])[N:11]=[C:6]2[CH:5]=[CH:4][N:3]=1. The yield is 0.660. (4) The reactants are [NH2:1][C:2]1[CH:7]=[CH:6][CH:5]=[CH:4][CH:3]=1.[N:8]#[C:9][NH2:10].[N+:11]([O-:14])([OH:13])=[O:12]. The catalyst is C(O)C. The product is [N+:11]([O-:14])([O-:13])=[O:12].[C:2]1([NH:1][C:9]([NH2:10])=[NH2+:8])[CH:7]=[CH:6][CH:5]=[CH:4][CH:3]=1. The yield is 0.320. (5) The reactants are [OH:1][CH2:2][C:3]([C:5]1[CH:10]=[CH:9][CH:8]=[CH:7][CH:6]=1)=[O:4].[H-].[Li+].[CH2:13](Cl)[O:14][CH3:15].[NH4+].[Cl-]. The catalyst is CN(C=O)C. The product is [CH3:13][O:14][CH2:15][O:1][CH2:2][C:3]([C:5]1[CH:10]=[CH:9][CH:8]=[CH:7][CH:6]=1)=[O:4]. The yield is 0.450. (6) The reactants are [CH3:1][C:2]1[CH:7]=[CH:6][C:5]([S:8](Cl)(=[O:10])=[O:9])=[CH:4][CH:3]=1.[OH:12][CH2:13][CH:14]([NH:18][C:19](=[O:25])[O:20][C:21]([CH3:24])([CH3:23])[CH3:22])[CH:15]([CH3:17])[CH3:16].O. The catalyst is N1C=CC=CC=1. The product is [CH3:1][C:2]1[CH:7]=[CH:6][C:5]([S:8]([O:12][CH2:13][CH:14]([NH:18][C:19](=[O:25])[O:20][C:21]([CH3:23])([CH3:22])[CH3:24])[CH:15]([CH3:17])[CH3:16])(=[O:10])=[O:9])=[CH:4][CH:3]=1. The yield is 0.680.